From a dataset of Catalyst prediction with 721,799 reactions and 888 catalyst types from USPTO. Predict which catalyst facilitates the given reaction. (1) Reactant: [CH3:1][O:2][C:3]1[CH:4]=[CH:5][C:6]2[NH:12][C:11](=[O:13])[N:10]([CH:14]3[CH2:19][CH2:18][N:17]([C:20]4[N:25]=[CH:24][N:23]=[C:22]([C:26](O)=[O:27])[CH:21]=4)[CH2:16][CH2:15]3)[CH2:9][CH2:8][C:7]=2[CH:29]=1.[NH2:30][C:31]1[CH:36]=[CH:35][CH:34]=[CH:33][CH:32]=1.CN(C(ON1N=NC2C=CC=CC1=2)=[N+](C)C)C.[B-](F)(F)(F)F.C(N(CC)CC)C. Product: [C:31]1([NH:30][C:26]([C:22]2[CH:21]=[C:20]([N:17]3[CH2:16][CH2:15][CH:14]([N:10]4[CH2:9][CH2:8][C:7]5[CH:29]=[C:3]([O:2][CH3:1])[CH:4]=[CH:5][C:6]=5[NH:12][C:11]4=[O:13])[CH2:19][CH2:18]3)[N:25]=[CH:24][N:23]=2)=[O:27])[CH:36]=[CH:35][CH:34]=[CH:33][CH:32]=1. The catalyst class is: 3. (2) Reactant: [CH3:1][C:2]1([S:12]([C:15]2[CH:20]=[CH:19][CH:18]=[C:17]([C:21]([F:24])([F:23])[F:22])[CH:16]=2)(=[O:14])=[O:13])[CH2:11][CH2:10][C:5]2(OCC[O:6]2)[CH2:4][CH2:3]1.Cl. Product: [CH3:1][C:2]1([S:12]([C:15]2[CH:20]=[CH:19][CH:18]=[C:17]([C:21]([F:24])([F:22])[F:23])[CH:16]=2)(=[O:13])=[O:14])[CH2:3][CH2:4][C:5](=[O:6])[CH2:10][CH2:11]1. The catalyst class is: 12. (3) The catalyst class is: 19. Product: [ClH:1].[OH:35][CH2:34][CH2:33][CH:31]1[O:30][C:11]2([CH2:16][CH2:15][N:14]([C:17]([C:19]3[CH:24]=[CH:23][C:22]([O:25][CH:26]([CH3:28])[CH3:27])=[C:21]([CH3:29])[CH:20]=3)=[O:18])[CH2:13][CH2:12]2)[CH2:10][NH:9][CH2:32]1. Reactant: [ClH:1].C([N:9]1[CH2:32][CH:31]([CH2:33][CH2:34][OH:35])[O:30][C:11]2([CH2:16][CH2:15][N:14]([C:17]([C:19]3[CH:24]=[CH:23][C:22]([O:25][CH:26]([CH3:28])[CH3:27])=[C:21]([CH3:29])[CH:20]=3)=[O:18])[CH2:13][CH2:12]2)[CH2:10]1)C1C=CC=CC=1.C([O-])=O.[NH4+]. (4) Product: [C:1]1([CH:7]([CH:9]2[CH2:14][CH2:13][O:12][CH2:11][CH2:10]2)[NH2:17])[CH:6]=[CH:5][CH:4]=[CH:3][CH:2]=1. Reactant: [C:1]1([C:7]([CH:9]2[CH2:14][CH2:13][O:12][CH2:11][CH2:10]2)=O)[CH:6]=[CH:5][CH:4]=[CH:3][CH:2]=1.[BH3-]C#[N:17].[Na+]. The catalyst class is: 24. (5) Reactant: Cl.C([C@@H]1C(OC)=[N:9][C@@H:8]([CH2:13][C@@H:14]([CH:26]([CH3:28])[CH3:27])[CH2:15][C:16]2[CH:21]=[CH:20][C:19]([C:22]([CH3:25])([CH3:24])[CH3:23])=[CH:18][CH:17]=2)[C:7]([O:29]C)=N1)(C)C.[C:31]([O-])(O)=[O:32].[Na+]. Product: [CH3:31][O:32][C:7](=[O:29])[C@@H:8]([NH2:9])[CH2:13][C@@H:14]([CH:26]([CH3:27])[CH3:28])[CH2:15][C:16]1[CH:17]=[CH:18][C:19]([C:22]([CH3:24])([CH3:23])[CH3:25])=[CH:20][CH:21]=1. The catalyst class is: 10. (6) Reactant: [F:1][CH:2]([F:12])[O:3][C:4]1[C:5]([CH3:11])=[C:6]([CH:8]=[CH:9][CH:10]=1)[NH2:7].Cl[C:14](Cl)([O:16]C(=O)OC(Cl)(Cl)Cl)Cl. Product: [F:1][CH:2]([F:12])[O:3][C:4]1[CH:10]=[CH:9][CH:8]=[C:6]([N:7]=[C:14]=[O:16])[C:5]=1[CH3:11]. The catalyst class is: 11.